This data is from Catalyst prediction with 721,799 reactions and 888 catalyst types from USPTO. The task is: Predict which catalyst facilitates the given reaction. (1) Reactant: [Cl:1][C:2]1[N:3]=[C:4]([CH2:18][O:19][CH3:20])[NH:5][C:6]=1[C:7]1[CH:8]=[C:9]([CH:14]=[CH:15][C:16]=1[CH3:17])[C:10]([O:12]C)=[O:11].[OH-].[Na+].Cl. Product: [Cl:1][C:2]1[N:3]=[C:4]([CH2:18][O:19][CH3:20])[NH:5][C:6]=1[C:7]1[CH:8]=[C:9]([CH:14]=[CH:15][C:16]=1[CH3:17])[C:10]([OH:12])=[O:11]. The catalyst class is: 24. (2) Reactant: N#N.[Cl:3][CH2:4][C:5]1[O:6][CH:7]=[C:8]([C:10](OC)=[O:11])[N:9]=1.CC(C[AlH]CC(C)C)C.[C@H](O)(C([O-])=O)[C@@H](O)C([O-])=O.[Na+].[K+]. Product: [Cl:3][CH2:4][C:5]1[O:6][CH:7]=[C:8]([CH2:10][OH:11])[N:9]=1. The catalyst class is: 721.